This data is from NCI-60 drug combinations with 297,098 pairs across 59 cell lines. The task is: Regression. Given two drug SMILES strings and cell line genomic features, predict the synergy score measuring deviation from expected non-interaction effect. (1) Drug 1: C1=C(C(=O)NC(=O)N1)F. Drug 2: C1=CC(=CC=C1C#N)C(C2=CC=C(C=C2)C#N)N3C=NC=N3. Cell line: SF-268. Synergy scores: CSS=29.1, Synergy_ZIP=-3.52, Synergy_Bliss=4.43, Synergy_Loewe=2.29, Synergy_HSA=3.11. (2) Drug 1: CC1OCC2C(O1)C(C(C(O2)OC3C4COC(=O)C4C(C5=CC6=C(C=C35)OCO6)C7=CC(=C(C(=C7)OC)O)OC)O)O. Drug 2: CC1=C(N=C(N=C1N)C(CC(=O)N)NCC(C(=O)N)N)C(=O)NC(C(C2=CN=CN2)OC3C(C(C(C(O3)CO)O)O)OC4C(C(C(C(O4)CO)O)OC(=O)N)O)C(=O)NC(C)C(C(C)C(=O)NC(C(C)O)C(=O)NCCC5=NC(=CS5)C6=NC(=CS6)C(=O)NCCC[S+](C)C)O. Cell line: SW-620. Synergy scores: CSS=40.2, Synergy_ZIP=3.93, Synergy_Bliss=4.13, Synergy_Loewe=3.01, Synergy_HSA=4.01. (3) Drug 1: C1CCN(CC1)CCOC2=CC=C(C=C2)C(=O)C3=C(SC4=C3C=CC(=C4)O)C5=CC=C(C=C5)O. Drug 2: CC1C(C(=O)NC(C(=O)N2CCCC2C(=O)N(CC(=O)N(C(C(=O)O1)C(C)C)C)C)C(C)C)NC(=O)C3=C4C(=C(C=C3)C)OC5=C(C(=O)C(=C(C5=N4)C(=O)NC6C(OC(=O)C(N(C(=O)CN(C(=O)C7CCCN7C(=O)C(NC6=O)C(C)C)C)C)C(C)C)C)N)C. Cell line: A549. Synergy scores: CSS=9.25, Synergy_ZIP=9.66, Synergy_Bliss=10.1, Synergy_Loewe=-10.9, Synergy_HSA=6.03. (4) Drug 1: CC=C1C(=O)NC(C(=O)OC2CC(=O)NC(C(=O)NC(CSSCCC=C2)C(=O)N1)C(C)C)C(C)C. Drug 2: CC(C)(C#N)C1=CC(=CC(=C1)CN2C=NC=N2)C(C)(C)C#N. Cell line: CAKI-1. Synergy scores: CSS=7.98, Synergy_ZIP=-9.62, Synergy_Bliss=-2.65, Synergy_Loewe=-26.5, Synergy_HSA=-3.90. (5) Drug 1: CC1=C(C(CCC1)(C)C)C=CC(=CC=CC(=CC(=O)O)C)C. Drug 2: CCN(CC)CCCC(C)NC1=C2C=C(C=CC2=NC3=C1C=CC(=C3)Cl)OC. Cell line: TK-10. Synergy scores: CSS=6.84, Synergy_ZIP=-2.34, Synergy_Bliss=2.00, Synergy_Loewe=-0.0751, Synergy_HSA=1.79. (6) Drug 1: C1CCN(CC1)CCOC2=CC=C(C=C2)C(=O)C3=C(SC4=C3C=CC(=C4)O)C5=CC=C(C=C5)O. Drug 2: CCC1=CC2CC(C3=C(CN(C2)C1)C4=CC=CC=C4N3)(C5=C(C=C6C(=C5)C78CCN9C7C(C=CC9)(C(C(C8N6C)(C(=O)OC)O)OC(=O)C)CC)OC)C(=O)OC.C(C(C(=O)O)O)(C(=O)O)O. Cell line: TK-10. Synergy scores: CSS=37.3, Synergy_ZIP=-5.97, Synergy_Bliss=-0.462, Synergy_Loewe=-5.62, Synergy_HSA=0.202. (7) Drug 1: CCN(CC)CCNC(=O)C1=C(NC(=C1C)C=C2C3=C(C=CC(=C3)F)NC2=O)C. Drug 2: C1C(C(OC1N2C=NC3=C2NC=NCC3O)CO)O. Cell line: PC-3. Synergy scores: CSS=5.70, Synergy_ZIP=-2.87, Synergy_Bliss=-2.41, Synergy_Loewe=-4.76, Synergy_HSA=-2.65.